From a dataset of Forward reaction prediction with 1.9M reactions from USPTO patents (1976-2016). Predict the product of the given reaction. (1) Given the reactants [Cl:1][C:2]1[S:6][C:5]([C:7](=O)[CH2:8][C:9]2[CH:14]=[CH:13][N:12]=[CH:11][CH:10]=2)=[CH:4][CH:3]=1.[CH:16]([NH:20][NH2:21])([CH2:18][CH3:19])[CH3:17].[CH2:22](N(CC)CC)C, predict the reaction product. The product is: [CH:16]([N:20]1[CH:22]=[C:8]([C:9]2[CH:14]=[CH:13][N:12]=[CH:11][CH:10]=2)[C:7]([C:5]2[S:6][C:2]([Cl:1])=[CH:3][CH:4]=2)=[N:21]1)([CH2:18][CH3:19])[CH3:17].[CH:16]([N:20]1[C:7]([C:5]2[S:6][C:2]([Cl:1])=[CH:3][CH:4]=2)=[C:8]([C:9]2[CH:14]=[CH:13][N:12]=[CH:11][CH:10]=2)[CH:22]=[N:21]1)([CH2:18][CH3:19])[CH3:17]. (2) Given the reactants [N+:1]([C:4]1[CH:12]=[CH:11][C:7]([C:8](O)=[O:9])=[CH:6][CH:5]=1)([O-:3])=[O:2].[CH3:13][N:14](C=O)[CH3:15].C1C=CC2N(O)N=NC=2C=1.CCN=C=NCCCN(C)C.Cl.CCN(C(C)C)C(C)C, predict the reaction product. The product is: [CH3:13][N:14]([CH3:15])[C:8](=[O:9])[C:7]1[CH:11]=[CH:12][C:4]([N+:1]([O-:3])=[O:2])=[CH:5][CH:6]=1. (3) Given the reactants C[N:2]([CH3:20])/[CH:3]=[CH:4]/[C:5]([CH:7]1[CH2:13][CH:12]2[N:14]([C:15]([O:17][CH2:18][CH3:19])=[O:16])[CH:9]([CH2:10][CH2:11]2)[CH2:8]1)=O.[CH3:21][O:22][C:23]1[CH:24]=[C:25]([C:29]2[C:30]([C:35]3[CH:40]=[CH:39][N:38]=[CH:37][CH:36]=3)=[N:31][NH:32]C=2N)[CH:26]=[CH:27][CH:28]=1, predict the reaction product. The product is: [CH3:21][O:22][C:23]1[CH:24]=[C:25]([C:29]2[C:30]([C:35]3[CH:40]=[CH:39][N:38]=[CH:37][CH:36]=3)=[N:31][N:32]3[C:5]([CH:7]4[CH2:8][CH:9]5[N:14]([C:15]([O:17][CH2:18][CH3:19])=[O:16])[CH:12]([CH2:11][CH2:10]5)[CH2:13]4)=[CH:4][CH:3]=[N:2][C:20]=23)[CH:26]=[CH:27][CH:28]=1.